This data is from Reaction yield outcomes from USPTO patents with 853,638 reactions. The task is: Predict the reaction yield, written as a fraction of the theoretical maximum amount of product (1.0 means a 100% yield; for example, 0.34 means a 34% yield). The reactants are CS(O[CH2:6][CH2:7][N:8]1[C:16]2[CH:15]=[CH:14][CH:13]=[CH:12][C:11]=2[C:10]2[CH2:17][CH2:18][N:19]([C:22]([O:24][C:25]([CH3:28])([CH3:27])[CH3:26])=[O:23])[CH2:20][CH2:21][C:9]1=2)(=O)=O.[N-:29]=[N+:30]=[N-:31].[Na+]. The catalyst is CN(C=O)C.CCOC(C)=O. The product is [N:29]([CH2:6][CH2:7][N:8]1[C:16]2[CH:15]=[CH:14][CH:13]=[CH:12][C:11]=2[C:10]2[CH2:17][CH2:18][N:19]([C:22]([O:24][C:25]([CH3:28])([CH3:27])[CH3:26])=[O:23])[CH2:20][CH2:21][C:9]1=2)=[N+:30]=[N-:31]. The yield is 0.940.